From a dataset of Serine/threonine kinase 33 screen with 319,792 compounds. Binary Classification. Given a drug SMILES string, predict its activity (active/inactive) in a high-throughput screening assay against a specified biological target. (1) The compound is S=c1nc([nH]c2c1cccc2)C(C)C. The result is 0 (inactive). (2) The compound is Fc1ccc(NC(=O)C2C(C(CC2)(C)C(O)=O)(C)C)cc1. The result is 0 (inactive). (3) The molecule is S(=O)(=O)(N1CCOCC1)c1cc(NC(=O)C=2OCCOC2)c(Oc2ccc(OCC)cc2)cc1. The result is 0 (inactive). (4) The compound is Brc1sc(S(=O)(=O)N(CC(=O)Nc2cc3OCCOc3cc2)C)cc1. The result is 0 (inactive). (5) The compound is Clc1ccc(n2ncc3c2nc(n(c3=O)c2ccc(cc2)C(OCC)=O)C)cc1. The result is 0 (inactive).